Predict the reactants needed to synthesize the given product. From a dataset of Full USPTO retrosynthesis dataset with 1.9M reactions from patents (1976-2016). Given the product [CH3:17][O:15][C:14](=[O:16])[CH2:13][C:9]1[CH:8]=[C:7]2[C:12]([C:4]([C:1](=[O:3])[CH3:2])=[CH:5][NH:6]2)=[CH:11][CH:10]=1, predict the reactants needed to synthesize it. The reactants are: [C:1]([C:4]1[C:12]2[C:7](=[CH:8][C:9]([CH2:13][C:14]([OH:16])=[O:15])=[CH:10][CH:11]=2)[NH:6][CH:5]=1)(=[O:3])[CH3:2].[CH3:17][Si](C=[N+]=[N-])(C)C.